Dataset: Forward reaction prediction with 1.9M reactions from USPTO patents (1976-2016). Task: Predict the product of the given reaction. Given the reactants [BH-](OC(C)=O)(OC(C)=O)OC(C)=O.[Na+].[O:15]1[C:19]2([CH2:24][CH2:23][C:22](=O)[CH2:21][CH2:20]2)[O:18][CH2:17][CH2:16]1.[CH2:26]([NH2:33])[C:27]1[CH:32]=[CH:31][CH:30]=[CH:29][CH:28]=1, predict the reaction product. The product is: [CH2:26]([NH:33][CH:22]1[CH2:23][CH2:24][C:19]2([O:18][CH2:17][CH2:16][O:15]2)[CH2:20][CH2:21]1)[C:27]1[CH:32]=[CH:31][CH:30]=[CH:29][CH:28]=1.